This data is from Forward reaction prediction with 1.9M reactions from USPTO patents (1976-2016). The task is: Predict the product of the given reaction. (1) Given the reactants [Cl:1][C:2]1[C:16]([Cl:17])=[CH:15][C:5]2[NH:6][C:7]([C:9](=[O:14])[C:10]([F:13])([F:12])[F:11])=[N:8][C:4]=2[CH:3]=1.Br/[CH:19]=[CH:20]/[CH3:21].II.[Mg], predict the reaction product. The product is: [Cl:17][C:16]1[C:2]([Cl:1])=[CH:3][C:4]2[NH:8][C:7]([C:9]([OH:14])(/[CH:19]=[CH:20]/[CH3:21])[C:10]([F:13])([F:11])[F:12])=[N:6][C:5]=2[CH:15]=1. (2) The product is: [CH2:23]([C:25]1[CH:30]=[CH:29][CH:28]=[CH:27][C:26]=1[NH:31][C:32]([NH:20][CH2:19][CH2:18][CH2:17][N:8]1[CH:7]([CH2:6][C:5]2[CH:21]=[CH:22][C:2]([F:1])=[CH:3][CH:4]=2)[CH2:16][C:15]2[C:10](=[CH:11][CH:12]=[CH:13][CH:14]=2)[CH2:9]1)=[O:33])[CH3:24]. Given the reactants [F:1][C:2]1[CH:22]=[CH:21][C:5]([CH2:6][CH:7]2[CH2:16][C:15]3[C:10](=[CH:11][CH:12]=[CH:13][CH:14]=3)[CH2:9][N:8]2[CH2:17][CH2:18][CH2:19][NH2:20])=[CH:4][CH:3]=1.[CH2:23]([C:25]1[CH:30]=[CH:29][CH:28]=[CH:27][C:26]=1[N:31]=[C:32]=[O:33])[CH3:24], predict the reaction product. (3) Given the reactants Cl[C:2]1[C:7]([N+:8]([O-:10])=[O:9])=[CH:6][N:5]=[C:4]2[CH:11]=[CH:12][S:13][C:3]=12.[CH:14]12[CH2:20][CH:17]([CH2:18][CH2:19]1)[CH2:16][CH:15]2[NH2:21].C(N(CC)CC)C, predict the reaction product. The product is: [CH:14]12[CH2:20][CH:17]([CH2:18][CH2:19]1)[CH2:16][C@@H:15]2[NH:21][C:2]1[C:7]([N+:8]([O-:10])=[O:9])=[CH:6][N:5]=[C:4]2[CH:11]=[CH:12][S:13][C:3]=12. (4) Given the reactants [F:1][C:2]([F:16])([F:15])[S:3]([O:6][C:7]12[CH2:13][CH:10]([CH2:11][CH2:12]1)[CH2:9][C:8]2=C)(=[O:5])=[O:4].[O:17]=[O+][O-].CSC.O, predict the reaction product. The product is: [F:1][C:2]([F:16])([F:15])[S:3]([O:6][C:7]12[CH2:13][CH:10]([CH2:11][CH2:12]1)[CH2:9][C:8]2=[O:17])(=[O:5])=[O:4]. (5) Given the reactants [Cl:1][C:2]1[CH:10]=[CH:9][C:8]([C:11]2[CH:15]=[C:14]([CH3:16])[NH:13][N:12]=2)=[CH:7][C:3]=1[C:4]([OH:6])=O.O[N:18]1C2C=CC=CC=2N=N1.CN(C)CCCN=C=NCC.Cl.N[CH2:40][C:41]1([OH:48])[CH2:47][CH2:46][CH2:45][CH2:44][CH2:43][CH2:42]1, predict the reaction product. The product is: [Cl:1][C:2]1[C:10]([CH2:40][C:41]2([OH:48])[CH2:47][CH2:46][CH2:45][CH2:44][CH2:43][CH2:42]2)=[CH:9][C:8]([C:11]2[CH:15]=[C:14]([CH3:16])[NH:13][N:12]=2)=[CH:7][C:3]=1[C:4]([NH2:18])=[O:6]. (6) Given the reactants [Cl:1][C:2]1[CH:15]=[C:14]([F:16])[CH:13]=[CH:12][C:3]=1[CH2:4][NH:5][C:6]1[S:7][CH2:8][C:9](=[O:11])[N:10]=1.C(O[Na])(C)=O.[CH:22]([C:24]1[N:25]=[C:26]2[C:31](=[CH:32][CH:33]=1)[N:30]=[CH:29][C:28]([C:34]#[N:35])=[C:27]2[O:36][CH:37]([CH3:39])[CH3:38])=O, predict the reaction product. The product is: [Cl:1][C:2]1[CH:15]=[C:14]([F:16])[CH:13]=[CH:12][C:3]=1[CH2:4][NH:5][C:6]1[S:7][C:8](=[CH:22][C:24]2[N:25]=[C:26]3[C:31](=[CH:32][CH:33]=2)[N:30]=[CH:29][C:28]([C:34]#[N:35])=[C:27]3[O:36][CH:37]([CH3:39])[CH3:38])[C:9](=[O:11])[N:10]=1.